From a dataset of Full USPTO retrosynthesis dataset with 1.9M reactions from patents (1976-2016). Predict the reactants needed to synthesize the given product. (1) Given the product [ClH:1].[Cl:1][C:2]1[CH:3]=[CH:4][C:5]([C:6]([N:8]2[CH2:12][CH2:11][C@@H:10]([NH:13][C:14]3[N:19]=[CH:18][C:17](/[CH:20]=[CH:21]/[C:22]([NH:24][OH:25])=[O:23])=[CH:16][CH:15]=3)[CH2:9]2)=[O:7])=[CH:32][CH:33]=1, predict the reactants needed to synthesize it. The reactants are: [Cl:1][C:2]1[CH:33]=[CH:32][C:5]([C:6]([N:8]2[CH2:12][CH2:11][C@@H:10]([NH:13][C:14]3[N:19]=[CH:18][C:17](/[CH:20]=[CH:21]/[C:22]([NH:24][O:25]C4CCCCO4)=[O:23])=[CH:16][CH:15]=3)[CH2:9]2)=[O:7])=[CH:4][CH:3]=1.CO.Cl. (2) The reactants are: [CH:1]1[CH:6]=[C:5]([CH2:7][CH:8]([NH2:12])[C:9]([OH:11])=[O:10])[C:4]([OH:13])=[CH:3][CH:2]=1.Cl.[CH3:15]O. Given the product [NH2:12][CH:8]([CH2:7][C:5]1[CH:6]=[CH:1][CH:2]=[CH:3][C:4]=1[OH:13])[C:9]([O:11][CH3:15])=[O:10], predict the reactants needed to synthesize it. (3) Given the product [C:11]([OH:25])(=[O:10])[CH3:12].[Cl:1][C:2]1[CH:3]=[C:4]([CH:7]=[CH:8][C:9]=1[O:10][CH2:11][CH:12]([CH2:15][CH3:16])[CH2:13][CH3:14])[CH:5]=[N:21][NH:20][C:17]([NH2:19])=[NH:18], predict the reactants needed to synthesize it. The reactants are: [Cl:1][C:2]1[CH:3]=[C:4]([CH:7]=[CH:8][C:9]=1[O:10][CH2:11][CH:12]([CH2:15][CH3:16])[CH2:13][CH3:14])[CH:5]=O.[C:17]([NH:20][NH2:21])([NH2:19])=[NH:18].Cl.CC[OH:25]. (4) The reactants are: [F-:1].[K+].[Cl:3][C:4]1[CH:5]=[C:6]2[C:10](=[C:11](I)[CH:12]=1)[C:9](=[O:14])[N:8]([CH2:15][C:16]1[CH:21]=[CH:20][C:19]([O:22][CH3:23])=[CH:18][CH:17]=1)[CH2:7]2.COC(=O)[C:27](Cl)([F:29])[F:28]. Given the product [Cl:3][C:4]1[CH:5]=[C:6]2[C:10](=[C:11]([C:27]([F:29])([F:1])[F:28])[CH:12]=1)[C:9](=[O:14])[N:8]([CH2:15][C:16]1[CH:21]=[CH:20][C:19]([O:22][CH3:23])=[CH:18][CH:17]=1)[CH2:7]2, predict the reactants needed to synthesize it. (5) The reactants are: [N+:1]([C:4]1[CH:15]=[CH:14][C:7]2[CH2:8][CH2:9][CH2:10][C:11](=[O:13])[NH:12][C:6]=2[CH:5]=1)([O-:3])=[O:2].C(=O)([O-])[O-].[Cs+].[Cs+].Br[CH2:23][CH2:24][O:25][CH3:26]. Given the product [CH3:26][O:25][CH2:24][CH2:23][N:12]1[C:11](=[O:13])[CH2:10][CH2:9][CH2:8][C:7]2[CH:14]=[CH:15][C:4]([N+:1]([O-:3])=[O:2])=[CH:5][C:6]1=2, predict the reactants needed to synthesize it.